Dataset: Reaction yield outcomes from USPTO patents with 853,638 reactions. Task: Predict the reaction yield, written as a fraction of the theoretical maximum amount of product (1.0 means a 100% yield; for example, 0.34 means a 34% yield). (1) The reactants are [Cl:1][C:2]1[CH:9]=[CH:8][CH:7]=[C:6](F)[C:3]=1[CH:4]=O.O.[NH2:12][NH2:13].COCCOC. No catalyst specified. The product is [Cl:1][C:2]1[CH:9]=[CH:8][CH:7]=[C:6]2[C:3]=1[CH:4]=[N:12][NH:13]2. The yield is 0.620. (2) The reactants are [Br:1][C:2]1[CH:7]=[CH:6][C:5]([OH:8])=[C:4]([F:9])[CH:3]=1.[CH:10](O)([CH3:12])[CH3:11].C1(P(C2C=CC=CC=2)C2C=CC=CC=2)C=CC=CC=1.CC(OC(/N=N/C(OC(C)C)=O)=O)C. The catalyst is C1COCC1. The product is [Br:1][C:2]1[CH:7]=[CH:6][C:5]([O:8][CH:10]([CH3:12])[CH3:11])=[C:4]([F:9])[CH:3]=1. The yield is 0.990. (3) The reactants are [Cl:1][C:2]1[CH:3]=[C:4]2[C:9](=[CH:10][CH:11]=1)[N:8]([C:12]([O:14][CH2:15][C@@:16]([OH:28])([CH3:27])[CH2:17][N:18]1[CH:22]=[C:21]([N+:23]([O-:25])=[O:24])[N:20]=[C:19]1Cl)=[O:13])[CH2:7][CH2:6][CH2:5]2.[H-].[Na+]. The catalyst is CN(C=O)C. The product is [Cl:1][C:2]1[CH:3]=[C:4]2[C:9](=[CH:10][CH:11]=1)[N:8]([C:12]([O:14][CH2:15][C@:16]1([CH3:27])[O:28][C:19]3=[N:20][C:21]([N+:23]([O-:25])=[O:24])=[CH:22][N:18]3[CH2:17]1)=[O:13])[CH2:7][CH2:6][CH2:5]2. The yield is 0.400. (4) The reactants are [NH2:1][CH2:2][CH2:3][S:4]([NH:7][CH:8]([CH3:10])[CH3:9])(=[O:6])=[O:5].Cl[C:12]1[N:17]=[C:16]([O:18][CH3:19])[C:15]([N+:20]([O-:22])=[O:21])=[C:14]([O:23][CH3:24])[N:13]=1. The catalyst is C(O)C. The product is [N+:20]([C:15]1[C:16]([O:18][CH3:19])=[N:17][C:12]([NH:1][CH2:2][CH2:3][S:4]([NH:7][CH:8]([CH3:10])[CH3:9])(=[O:6])=[O:5])=[N:13][C:14]=1[O:23][CH3:24])([O-:22])=[O:21]. The yield is 0.240. (5) The reactants are [I:1][C:2]1[N:3]=[C:4]([C@@H:8]2[CH2:13][C@@H:12]3[C@@H:10]([CH2:11]3)[N:9]2[C:14]([O:16][C:17]([CH3:20])([CH3:19])[CH3:18])=[O:15])[NH:5][C:6]=1I.S([O-])([O-])=O.[Na+].[Na+]. The catalyst is CCO.O. The product is [I:1][C:2]1[N:3]=[C:4]([C@@H:8]2[CH2:13][C@@H:12]3[C@@H:10]([CH2:11]3)[N:9]2[C:14]([O:16][C:17]([CH3:20])([CH3:19])[CH3:18])=[O:15])[NH:5][CH:6]=1.[NH:3]1[CH:2]=[CH:6][N:5]=[C:4]1[C@@H:8]1[CH2:13][C@@H:12]2[C@@H:10]([CH2:11]2)[N:9]1[C:14]([O:16][C:17]([CH3:20])([CH3:19])[CH3:18])=[O:15]. The yield is 0.620. (6) The reactants are [NH2:1][C:2]1[CH:34]=[CH:33][C:5]([C:6]([NH:8][C@H:9]2[CH2:14][CH2:13][CH2:12][C@@H:11]([NH:15][C:16]3[N:21]=[C:20]([C:22]4[C:30]5[C:25](=[CH:26][CH:27]=[CH:28][CH:29]=5)[NH:24][C:23]=4[CH3:31])[C:19]([Cl:32])=[CH:18][N:17]=3)[CH2:10]2)=[O:7])=[CH:4][CH:3]=1.[C:35](Cl)(=[O:38])[CH:36]=[CH2:37]. The catalyst is C(Cl)Cl. The product is [C:35]([NH:1][C:2]1[CH:34]=[CH:33][C:5]([C:6]([NH:8][C@H:9]2[CH2:14][CH2:13][CH2:12][C@@H:11]([NH:15][C:16]3[N:21]=[C:20]([C:22]4[C:30]5[C:25](=[CH:26][CH:27]=[CH:28][CH:29]=5)[NH:24][C:23]=4[CH3:31])[C:19]([Cl:32])=[CH:18][N:17]=3)[CH2:10]2)=[O:7])=[CH:4][CH:3]=1)(=[O:38])[CH:36]=[CH2:37]. The yield is 0.143. (7) The reactants are [O:1]=[C:2]1[CH2:10][C:9]2[C:4](=[CH:5][C:6]([C:11]([OH:13])=O)=[CH:7][CH:8]=2)[NH:3]1.[NH:14]1[CH2:19][CH2:18][CH2:17][C@@H:16]2[C:20]3[CH:21]=[CH:22][CH:23]=[CH:24][C:25]=3[CH2:26][C@H:15]12.F[P-](F)(F)(F)(F)F.N1(OC(N(C)C)=[N+](C)C)C2N=CC=CC=2N=N1. No catalyst specified. The product is [N:14]1([C:11]([C:6]2[CH:5]=[C:4]3[C:9]([CH2:10][C:2](=[O:1])[NH:3]3)=[CH:8][CH:7]=2)=[O:13])[CH2:19][CH2:18][CH2:17][C@@H:16]2[C:20]3[CH:21]=[CH:22][CH:23]=[CH:24][C:25]=3[CH2:26][C@H:15]12. The yield is 0.340.